From a dataset of Catalyst prediction with 721,799 reactions and 888 catalyst types from USPTO. Predict which catalyst facilitates the given reaction. (1) Reactant: [Cl:1][C:2]1[C:11]2[C:6](=[C:7]([NH2:12])[CH:8]=[CH:9][CH:10]=2)[N:5]=[CH:4][CH:3]=1.[N+:13]([C:16]1[CH:21]=[CH:20][CH:19]=[CH:18][C:17]=1[S:22](Cl)(=[O:24])=[O:23])([O-:15])=[O:14].N1C=CC=CC=1. Product: [Cl:1][C:2]1[C:11]2[C:6](=[C:7]([NH:12][S:22]([C:17]3[CH:18]=[CH:19][CH:20]=[CH:21][C:16]=3[N+:13]([O-:15])=[O:14])(=[O:23])=[O:24])[CH:8]=[CH:9][CH:10]=2)[N:5]=[CH:4][CH:3]=1. The catalyst class is: 79. (2) Reactant: [F:1][C:2]1[CH:3]=[C:4]([CH:6]=[CH:7][CH:8]=1)[NH2:5].[H-].[Na+].[H][H].[CH3:13][O:14][C:15]1[C:23]2[O:22][C:21]([C:24](Cl)=[O:25])=[CH:20][C:19]=2[CH:18]=[CH:17][CH:16]=1.Cl. Product: [F:1][C:2]1[CH:3]=[C:4]([NH:5][C:24]([C:21]2[O:22][C:23]3[C:15]([O:14][CH3:13])=[CH:16][CH:17]=[CH:18][C:19]=3[CH:20]=2)=[O:25])[CH:6]=[CH:7][CH:8]=1. The catalyst class is: 1.